Dataset: Experimentally validated miRNA-target interactions with 360,000+ pairs, plus equal number of negative samples. Task: Binary Classification. Given a miRNA mature sequence and a target amino acid sequence, predict their likelihood of interaction. (1) The miRNA is hsa-miR-1249-3p with sequence ACGCCCUUCCCCCCCUUCUUCA. The protein sequence of the target gene is MEPEEGTPLWRLQKLPPEQGAGLLHKIIDGFCGRAYPAHQDYHSVWNSAEWKHVLEDVTTFFKAVVGKNFSEEETLQQLNQLNSCHQEAVLKCLKSRRNEIKQALLGEIVDISCAQLQDFDWQLKLALSSDKIATLQMPLLNLHLDVKEDDKVKPYTVEMSKEELQSLISSLEAANKVVLQLK. Result: 0 (no interaction). (2) The miRNA is rno-miR-181c-5p with sequence AACAUUCAACCUGUCGGUGAGU. The protein sequence of the target gene is MGNAQERPSETIDRERKRLVETLQADSGLLLDALLARGVLTGPEYEALDALPDAERRVRRLLLLVQGKGEAACQELLRCAQRTAGAPDPAWDWQHVGPGYRDRSYDPPCPGHWTPEAPGSGTTCPGLPRASDPDEAGGPEGSEAVQSGTPEEPEPELEAEASKEAEPEPEPEPELEPEAEAEPEPELEPEPDPEPEPDFEERDESEDS. Result: 0 (no interaction). (3) The miRNA is hsa-miR-22-3p with sequence AAGCUGCCAGUUGAAGAACUGU. The protein sequence of the target gene is MAETLSGLGDSGAAGAAALSSASSETGTRRLSDLRVIDLRAELRKRNVDSSGNKSVLMERLKKAIEDEGGNPDEIEITSEGNKKTSKRSSKGRKPEEEGVEDNGLEENSGDGQEDVETSLENLQDIDIMDISVLDEAEIDNGSVADCVEDDDADNLQESLSDSRELVEGEMKELPEQLQEHAIEDKETINNLDTSSSDFTILQEIEEPSLEPENEKILDILGETCKSEPVKEESSELEQPFAQDTSSVGPDRKLAEEEDLFDSAHPEEGDLDLASESTAHAQSSKADSLLAVVKREPAEQ.... Result: 0 (no interaction). (4) The miRNA is mmu-miR-711 with sequence GGGACCCGGGGAGAGAUGUAAG. The protein sequence of the target gene is MFPAQEEADRTVFVGNLEARVREEILYELFLQAGPLTKVTLCKDRDGKPKSFGFVCFKHPESVSYAIALLNGIRLYGRPINVQYRFGSSRSSEPANQSFESCAKINSHSFRNDEMAGRPSFPVPFFPITSAALPQEYFFFQKMPWYAHSPVLQPPFCEMPAPLPNSVPGSCALNHSPGPEAGPSSYEWTHQPPSDPDLYPRNKRKRQRPDSDSDSSSEDKRGNEGSQKCRKCKKKKRY. Result: 0 (no interaction). (5) The miRNA is hsa-miR-548ax with sequence AGAAGUAAUUGCGGUUUUGCCA. The protein sequence of the target gene is MEFPEHGVRLLGRLRQQRELGFLCDCTVLVGDARFPAHRAVLAACSVYFHLFYRDQPASSRDTVRLNGDIVTVPAFSRLLDFMYEGRLDLHNLPVEDVLAAASYLHMYDIVKVCKGRLRKKDPDLETRTLGTELPGQPPHPLPSWSPAFCQAAPKAKHPSLGVKATHPLPTFGPPSWQVAEQSSGALDLSLKPSPRPEQVHPPCRLQTSLCSSVQQVAQPLVKAEQDSFSEQDSSSPQSADRSPPPVCASAAQGLAVDLEPLHIEGTGSQQLGLPAEPVLDSEELGPSRHLCICPLCCKL.... Result: 0 (no interaction).